From a dataset of Full USPTO retrosynthesis dataset with 1.9M reactions from patents (1976-2016). Predict the reactants needed to synthesize the given product. (1) Given the product [C:21]([O:20][C:19](=[O:25])[NH:18][C:15]1[CH:14]=[CH:13][C:12]([CH2:11][CH2:10][C:8]2[N:9]=[C:5]([NH:4][C:1](=[O:3])[CH3:2])[S:6][C:7]=2[CH:26]=[O:27])=[CH:17][CH:16]=1)([CH3:24])([CH3:22])[CH3:23], predict the reactants needed to synthesize it. The reactants are: [C:1]([NH:4][C:5]1[S:6][C:7]([C:26](N(OC)C)=[O:27])=[C:8]([CH2:10][CH2:11][C:12]2[CH:17]=[CH:16][C:15]([NH:18][C:19](=[O:25])[O:20][C:21]([CH3:24])([CH3:23])[CH3:22])=[CH:14][CH:13]=2)[N:9]=1)(=[O:3])[CH3:2].[Al].[Li].[Na]. (2) Given the product [CH3:1][N:2]1[C:10]2[C:5](=[C:6]([CH3:11])[CH:7]=[CH:8][CH:9]=2)[C:4]([CH2:12][N:13]2[C:17]3[CH:18]=[CH:19][CH:20]=[CH:21][C:16]=3[N:15]([C@@H:22]([CH2:27][CH2:28][CH3:29])[CH2:23][C:24]([NH:52][S:49]([C:43]3[CH:48]=[CH:47][CH:46]=[CH:45][CH:44]=3)(=[O:51])=[O:50])=[O:26])[C:14]2=[O:30])=[CH:3]1, predict the reactants needed to synthesize it. The reactants are: [CH3:1][N:2]1[C:10]2[C:5](=[C:6]([CH3:11])[CH:7]=[CH:8][CH:9]=2)[C:4]([CH2:12][N:13]2[C:17]3[CH:18]=[CH:19][CH:20]=[CH:21][C:16]=3[N:15]([C@@H:22]([CH2:27][CH2:28][CH3:29])[CH2:23][C:24]([OH:26])=O)[C:14]2=[O:30])=[CH:3]1.C1N=CN(C(N2C=NC=C2)=O)C=1.[C:43]1([S:49]([NH2:52])(=[O:51])=[O:50])[CH:48]=[CH:47][CH:46]=[CH:45][CH:44]=1.C1CCN2C(=NCCC2)CC1.Cl. (3) Given the product [Cl:23][C:24]1[N:25]=[C:26]([NH:38][NH:39][C:8](=[O:10])[C@H:7]([CH2:6][CH:1]2[CH2:2][CH2:3][CH2:4][CH2:5]2)[CH2:11][N:12]([O:13][CH2:14][C:15]2[CH:20]=[CH:19][CH:18]=[CH:17][CH:16]=2)[CH:21]=[O:22])[C:27]([F:37])=[C:28]([N:30]2[CH2:34][CH2:33][C:32]([OH:35])([CH3:36])[CH2:31]2)[N:29]=1, predict the reactants needed to synthesize it. The reactants are: [CH:1]1([CH2:6][C@H:7]([CH2:11][N:12]([CH:21]=[O:22])[O:13][CH2:14][C:15]2[CH:20]=[CH:19][CH:18]=[CH:17][CH:16]=2)[C:8]([OH:10])=O)[CH2:5][CH2:4][CH2:3][CH2:2]1.[Cl:23][C:24]1[N:29]=[C:28]([N:30]2[CH2:34][CH2:33][C:32]([CH3:36])([OH:35])[CH2:31]2)[C:27]([F:37])=[C:26]([NH:38][NH2:39])[N:25]=1.CN1CCOCC1.C1C=NC2N(O)N=NC=2C=1.C(Cl)CCl. (4) Given the product [F:1][C:2]1[C:7]([C:8]([F:9])([F:10])[F:11])=[CH:6][CH:5]=[CH:4][C:3]=1[C:12]1[O:13][CH:14]=[C:15]([CH2:17][N:18]2[CH:22]=[C:21]([C:23]([OH:25])=[O:24])[CH:20]=[N:19]2)[N:16]=1, predict the reactants needed to synthesize it. The reactants are: [F:1][C:2]1[C:7]([C:8]([F:11])([F:10])[F:9])=[CH:6][CH:5]=[CH:4][C:3]=1[C:12]1[O:13][CH:14]=[C:15]([CH2:17][N:18]2[CH:22]=[C:21]([C:23]([O:25]CC)=[O:24])[CH:20]=[N:19]2)[N:16]=1.[OH-].[Na+].C(O)C.Cl. (5) Given the product [F:9][B-:10]([F:13])([F:12])[F:11].[Cl:8][C:5]1[N:6]=[CH:7][C:2]([N+:1]#[N:15])=[CH:3][CH:4]=1, predict the reactants needed to synthesize it. The reactants are: [NH2:1][C:2]1[CH:3]=[CH:4][C:5]([Cl:8])=[N:6][CH:7]=1.[F:9][B-:10]([F:13])([F:12])[F:11].[H+].[N:15](OC(C)(C)C)=O.C(OCC)C. (6) Given the product [Br:15][C:9]1[CH:10]=[C:11]2[C:6](=[CH:7][CH:8]=1)[NH:5][C:4]1[C:3]([OH:16])=[CH:2][CH:14]=[CH:13][C:12]2=1, predict the reactants needed to synthesize it. The reactants are: Br[CH:2]1[CH2:14][CH2:13][C:12]2[C:11]3[C:6](=[CH:7][CH:8]=[C:9]([Br:15])[CH:10]=3)[NH:5][C:4]=2[C:3]1=[O:16].[Li+].[Br-]. (7) Given the product [I:1][C:2]1[CH:3]=[C:4]2[C:9](=[CH:10][CH:11]=1)[N:8]=[C:7]([C:12]([OH:14])=[O:13])[CH:6]=[N:5]2, predict the reactants needed to synthesize it. The reactants are: [I:1][C:2]1[CH:3]=[C:4]2[C:9](=[CH:10][CH:11]=1)[N:8]=[C:7]([C:12]([O:14]CC)=[O:13])[CH:6]=[N:5]2.[OH-].[Na+].C(O)C.